Dataset: NCI-60 drug combinations with 297,098 pairs across 59 cell lines. Task: Regression. Given two drug SMILES strings and cell line genomic features, predict the synergy score measuring deviation from expected non-interaction effect. (1) Drug 1: C1=CN(C(=O)N=C1N)C2C(C(C(O2)CO)O)O.Cl. Drug 2: CCN(CC)CCNC(=O)C1=C(NC(=C1C)C=C2C3=C(C=CC(=C3)F)NC2=O)C. Cell line: HCC-2998. Synergy scores: CSS=35.3, Synergy_ZIP=3.03, Synergy_Bliss=2.94, Synergy_Loewe=-10.2, Synergy_HSA=2.39. (2) Drug 1: C1=CC(=C2C(=C1NCCNCCO)C(=O)C3=C(C=CC(=C3C2=O)O)O)NCCNCCO. Drug 2: CC1=C(C=C(C=C1)C(=O)NC2=CC(=CC(=C2)C(F)(F)F)N3C=C(N=C3)C)NC4=NC=CC(=N4)C5=CN=CC=C5. Cell line: A549. Synergy scores: CSS=49.4, Synergy_ZIP=6.03, Synergy_Bliss=6.11, Synergy_Loewe=-16.7, Synergy_HSA=5.43. (3) Drug 1: C1CN1P(=S)(N2CC2)N3CC3. Drug 2: C(=O)(N)NO. Cell line: SN12C. Synergy scores: CSS=12.1, Synergy_ZIP=-5.63, Synergy_Bliss=-3.73, Synergy_Loewe=-20.8, Synergy_HSA=-4.98. (4) Cell line: LOX IMVI. Drug 1: C1=CC(=CC=C1C#N)C(C2=CC=C(C=C2)C#N)N3C=NC=N3. Synergy scores: CSS=7.37, Synergy_ZIP=-4.38, Synergy_Bliss=-1.21, Synergy_Loewe=-2.40, Synergy_HSA=-1.73. Drug 2: C(CC(=O)O)C(=O)CN.Cl. (5) Drug 1: C1=CC(=C2C(=C1NCCNCCO)C(=O)C3=C(C=CC(=C3C2=O)O)O)NCCNCCO. Drug 2: C1=NC(=NC(=O)N1C2C(C(C(O2)CO)O)O)N. Cell line: BT-549. Synergy scores: CSS=40.2, Synergy_ZIP=1.58, Synergy_Bliss=2.56, Synergy_Loewe=-7.93, Synergy_HSA=4.51. (6) Drug 1: CC1=C2C(C(=O)C3(C(CC4C(C3C(C(C2(C)C)(CC1OC(=O)C(C(C5=CC=CC=C5)NC(=O)C6=CC=CC=C6)O)O)OC(=O)C7=CC=CC=C7)(CO4)OC(=O)C)O)C)OC(=O)C. Drug 2: CC(C)(C#N)C1=CC(=CC(=C1)CN2C=NC=N2)C(C)(C)C#N. Cell line: BT-549. Synergy scores: CSS=1.60, Synergy_ZIP=0.302, Synergy_Bliss=1.70, Synergy_Loewe=-0.876, Synergy_HSA=0.188. (7) Drug 1: COC1=CC(=CC(=C1O)OC)C2C3C(COC3=O)C(C4=CC5=C(C=C24)OCO5)OC6C(C(C7C(O6)COC(O7)C8=CC=CS8)O)O. Drug 2: CCC1(C2=C(COC1=O)C(=O)N3CC4=CC5=C(C=CC(=C5CN(C)C)O)N=C4C3=C2)O.Cl. Cell line: LOX IMVI. Synergy scores: CSS=48.6, Synergy_ZIP=-5.74, Synergy_Bliss=-3.56, Synergy_Loewe=-0.133, Synergy_HSA=1.21.